This data is from Reaction yield outcomes from USPTO patents with 853,638 reactions. The task is: Predict the reaction yield, written as a fraction of the theoretical maximum amount of product (1.0 means a 100% yield; for example, 0.34 means a 34% yield). The reactants are Cl[C:2]1[N:10]=[C:9]2[C:5]([N:6]=[CH:7][N:8]2[CH3:11])=[C:4]([NH:12][C:13]2[CH:18]=[CH:17][C:16]([Cl:19])=[CH:15][CH:14]=2)[N:3]=1.O.[NH2:21][NH2:22].O. The catalyst is O1CCCC1. The product is [Cl:19][C:16]1[CH:17]=[CH:18][C:13]([NH:12][C:4]2[N:3]=[C:2]([NH:21][NH2:22])[N:10]=[C:9]3[C:5]=2[N:6]=[CH:7][N:8]3[CH3:11])=[CH:14][CH:15]=1. The yield is 0.900.